From a dataset of Forward reaction prediction with 1.9M reactions from USPTO patents (1976-2016). Predict the product of the given reaction. (1) Given the reactants [NH2:1][C:2]1[CH:3]=[C:4]([CH:17]=[CH:18][C:19]=1[F:20])[CH2:5][C:6]1[C:15]2[C:10](=[CH:11][CH:12]=[CH:13][CH:14]=2)[C:9](=[O:16])[NH:8][N:7]=1.[CH2:21]([CH:28]1[CH2:32][C:31](=[O:33])[O:30][C:29]1=[O:34])[C:22]1[CH:27]=[CH:26][CH:25]=[CH:24][CH:23]=1, predict the reaction product. The product is: [CH2:21]([CH:28]([CH2:32][C:31]([NH:1][C:2]1[CH:3]=[C:4]([CH2:5][C:6]2[C:15]3[C:10](=[CH:11][CH:12]=[CH:13][CH:14]=3)[C:9](=[O:16])[NH:8][N:7]=2)[CH:17]=[CH:18][C:19]=1[F:20])=[O:33])[C:29]([OH:34])=[O:30])[C:22]1[CH:27]=[CH:26][CH:25]=[CH:24][CH:23]=1. (2) Given the reactants O[CH2:2][C:3]1[CH:8]=[CH:7][C:6]([CH:9]2[CH2:14][CH2:13][N:12]([C:15]([O:17][C:18]([CH3:21])([CH3:20])[CH3:19])=[O:16])[CH2:11][CH:10]2[O:22][CH2:23][C:24]2[CH:33]=[CH:32][C:31]3[C:26](=[CH:27][CH:28]=[CH:29][CH:30]=3)[CH:25]=2)=[CH:5][CH:4]=1.C(N(CC)CC)C.CS(Cl)(=O)=O.[SH:46][C:47]1[N:52]=[CH:51][CH:50]=[CH:49][N:48]=1, predict the reaction product. The product is: [CH:25]1[C:26]2[C:31](=[CH:30][CH:29]=[CH:28][CH:27]=2)[CH:32]=[CH:33][C:24]=1[CH2:23][O:22][CH:10]1[CH:9]([C:6]2[CH:5]=[CH:4][C:3]([CH2:2][S:46][C:47]3[N:52]=[CH:51][CH:50]=[CH:49][N:48]=3)=[CH:8][CH:7]=2)[CH2:14][CH2:13][N:12]([C:15]([O:17][C:18]([CH3:19])([CH3:21])[CH3:20])=[O:16])[CH2:11]1.